From a dataset of Reaction yield outcomes from USPTO patents with 853,638 reactions. Predict the reaction yield, written as a fraction of the theoretical maximum amount of product (1.0 means a 100% yield; for example, 0.34 means a 34% yield). (1) The reactants are Cl[C:2]1[C:23]([O:24][CH3:25])=[CH:22][C:5]([C:6]([NH:8][S:9]([C:12]2[CH:17]=[CH:16][CH:15]=[CH:14][C:13]=2[S:18](=[O:21])(=[O:20])[NH2:19])(=[O:11])=[O:10])=[O:7])=[CH:4][N:3]=1.[C:26]([CH:28]1[CH2:32][CH2:31][CH2:30][CH2:29]1)#[CH:27]. No catalyst specified. The product is [CH:28]1([C:26]#[C:27][C:2]2[C:23]([O:24][CH3:25])=[CH:22][C:5]([C:6]([NH:8][S:9]([C:12]3[CH:17]=[CH:16][CH:15]=[CH:14][C:13]=3[S:18](=[O:21])(=[O:20])[NH2:19])(=[O:11])=[O:10])=[O:7])=[CH:4][N:3]=2)[CH2:32][CH2:31][CH2:30][CH2:29]1. The yield is 0.340. (2) The reactants are C[O:2][C:3]([C:5]1[S:12][C:11]2[C:10]([CH:13]3[CH2:18][CH2:17][CH2:16][CH2:15][CH2:14]3)=[C:9]([C:19]3[CH:20]=[C:21]4[C:26](=[CH:27][CH:28]=3)[N:25]=[C:24]([C:29]3[S:33][C:32]([CH3:34])=[N:31][C:30]=3[CH3:35])[CH:23]=[CH:22]4)[N:8]([CH2:36][C:37]([OH:39])=O)[C:7]=2[CH:6]=1)=[O:4].CN(C(ON1N=NC2C=CC=CC1=2)=[N+](C)C)C.F[P-](F)(F)(F)(F)F.CCN(C(C)C)C(C)C.[NH:73]1[CH2:78][CH2:77][S:76][CH2:75][CH2:74]1.[Li+].[OH-].Cl. The catalyst is CO.C1COCC1.CN(C=O)C. The product is [CH:13]1([C:10]2[C:11]3[S:12][C:5]([C:3]([OH:2])=[O:4])=[CH:6][C:7]=3[N:8]([CH2:36][C:37](=[O:39])[N:73]3[CH2:78][CH2:77][S:76][CH2:75][CH2:74]3)[C:9]=2[C:19]2[CH:20]=[C:21]3[C:26](=[CH:27][CH:28]=2)[N:25]=[C:24]([C:29]2[S:33][C:32]([CH3:34])=[N:31][C:30]=2[CH3:35])[CH:23]=[CH:22]3)[CH2:18][CH2:17][CH2:16][CH2:15][CH2:14]1. The yield is 0.200. (3) The reactants are [C:1]([O:5][C:6](=[O:17])[NH:7][C@H:8]([C:10]1[CH:15]=[CH:14][CH:13]=[C:12]([OH:16])[CH:11]=1)[CH3:9])([CH3:4])([CH3:3])[CH3:2].Br[C:19]1[CH:20]=[N:21][CH:22]=[CH:23][CH:24]=1.C(=O)([O-])[O-].[K+].[K+]. The catalyst is [Cu](I)I.CCOC(C)=O. The product is [C:1]([O:5][C:6](=[O:17])[NH:7][C@H:8]([C:10]1[CH:15]=[CH:14][CH:13]=[C:12]([O:16][C:19]2[CH:20]=[N:21][CH:22]=[CH:23][CH:24]=2)[CH:11]=1)[CH3:9])([CH3:2])([CH3:3])[CH3:4]. The yield is 0.480.